This data is from Catalyst prediction with 721,799 reactions and 888 catalyst types from USPTO. The task is: Predict which catalyst facilitates the given reaction. (1) Reactant: [Cl-].[Cl-].[Cl-].[Al+3].[H-].[H-].[H-].[H-].[Li+].[Al+3].[Cl:11][C:12]1[CH:13]=[CH:14][C:15]2[O:29][C:28]3[CH:30]=[CH:31][CH:32]=[CH:33][C:27]=3[C@H:18]3[CH2:19][N:20]([C:22](OCC)=O)[CH2:21][C@@H:17]3[C:16]=2[CH:34]=1.[OH-].[Na+]. Product: [Cl:11][C:12]1[CH:13]=[CH:14][C:15]2[O:29][C:28]3[CH:30]=[CH:31][CH:32]=[CH:33][C:27]=3[C@H:18]3[CH2:19][N:20]([CH3:22])[CH2:21][C@@H:17]3[C:16]=2[CH:34]=1. The catalyst class is: 1. (2) Reactant: Cl[C:2]1[NH:3][C:4](=[O:12])[C:5]2[CH:10]=[CH:9][N:8]([CH3:11])[C:6]=2[N:7]=1.Cl.[F:14][C:15]1[CH:20]=[CH:19][C:18]([CH:21]2[CH2:26][CH2:25][NH:24][CH2:23][CH2:22]2)=[CH:17][CH:16]=1.C(N(CC)C(C)C)(C)C. Product: [F:14][C:15]1[CH:20]=[CH:19][C:18]([CH:21]2[CH2:22][CH2:23][N:24]([C:2]3[NH:3][C:4](=[O:12])[C:5]4[CH:10]=[CH:9][N:8]([CH3:11])[C:6]=4[N:7]=3)[CH2:25][CH2:26]2)=[CH:17][CH:16]=1. The catalyst class is: 8. (3) The catalyst class is: 6. Product: [CH3:1][CH2:2][CH2:3][NH:4][C@@H:5]1[CH2:10][C:9]2[S:11][C:12]([NH2:14])=[N:13][C:8]=2[CH2:7][CH2:6]1.[ClH:15]. Reactant: [CH3:1][CH2:2][CH2:3][NH:4][C@@H:5]1[CH2:10][C:9]2[S:11][C:12]([NH2:14])=[N:13][C:8]=2[CH2:7][CH2:6]1.[ClH:15].Cl.CCCN[C@@H]1CC2SC(N)=NC=2CC1. (4) Reactant: Cl.[NH2:2][OH:3].[OH-].[Na+].[C:6](#[N:15])[CH2:7][CH2:8][CH2:9][CH2:10][CH2:11][CH2:12][CH2:13][CH3:14].Cl. Product: [OH:3][N:2]=[C:6]([NH2:15])[CH2:7][CH2:8][CH2:9][CH2:10][CH2:11][CH2:12][CH2:13][CH3:14]. The catalyst class is: 8.